This data is from Reaction yield outcomes from USPTO patents with 853,638 reactions. The task is: Predict the reaction yield, written as a fraction of the theoretical maximum amount of product (1.0 means a 100% yield; for example, 0.34 means a 34% yield). (1) The reactants are [CH2:1]1[NH:6][CH2:5][CH2:4][N:3]2[C:7](=O)[CH2:8][CH2:9][C@H:2]12.B.C1COCC1.CO.[ClH:19]. The catalyst is C1COCC1.CCOCC. The product is [ClH:19].[ClH:19].[CH2:1]1[NH:6][CH2:5][CH2:4][N:3]2[CH2:7][CH2:8][CH2:9][C@H:2]12. The yield is 0.930. (2) The reactants are [NH2:1][C:2]1[CH:7]=[CH:6][C:5]([Br:8])=[CH:4][C:3]=1[OH:9].C([O-])(O)=O.[Na+].Cl[CH2:16][C:17](Cl)=[O:18]. The catalyst is O.COCCOC. The product is [Br:8][C:5]1[CH:6]=[CH:7][C:2]2[NH:1][C:17](=[O:18])[CH2:16][O:9][C:3]=2[CH:4]=1. The yield is 0.960. (3) The reactants are C([O:3][C:4]([C:6]1[S:7][C:8]2[CH:20]=[CH:19][C:18]([NH:21][S:22]([C:25]3[CH:30]=[CH:29][C:28]([C:31]([CH3:34])([CH3:33])[CH3:32])=[CH:27][CH:26]=3)(=[O:24])=[O:23])=[CH:17][C:9]=2[C:10]=1[C:11]1[CH:16]=[CH:15][CH:14]=[CH:13][CH:12]=1)=[O:5])C.[OH-].[Na+]. The catalyst is C(O)C.O. The product is [C:31]([C:28]1[CH:27]=[CH:26][C:25]([S:22]([NH:21][C:18]2[CH:19]=[CH:20][C:8]3[S:7][C:6]([C:4]([OH:5])=[O:3])=[C:10]([C:11]4[CH:16]=[CH:15][CH:14]=[CH:13][CH:12]=4)[C:9]=3[CH:17]=2)(=[O:23])=[O:24])=[CH:30][CH:29]=1)([CH3:34])([CH3:32])[CH3:33]. The yield is 1.00. (4) The reactants are [CH2:1]([O:3][C:4](=[O:18])[C:5]1[C:10]([N+:11]([O-:13])=[O:12])=[CH:9][CH:8]=[C:7]([CH3:14])[C:6]=1[N+:15]([O-:17])=[O:16])[CH3:2].CO[CH:21]([N:24]([CH3:26])[CH3:25])OC. The catalyst is CN(C=O)C. The product is [CH2:1]([O:3][C:4](=[O:18])[C:5]1[C:10]([N+:11]([O-:13])=[O:12])=[CH:9][CH:8]=[C:7]([CH:14]=[CH:21][N:24]([CH3:26])[CH3:25])[C:6]=1[N+:15]([O-:17])=[O:16])[CH3:2]. The yield is 0.580. (5) The reactants are N12CCCN=C1CCCCC2.[N+:12]([CH2:14][C:15]([O:17][CH2:18][CH3:19])=[O:16])#[C-:13].[N+]([C:23](=[CH:25][C:26]1[CH:31]=[CH:30][CH:29]=[CH:28][CH:27]=1)[CH3:24])([O-])=O. The catalyst is O1CCCC1.C(O)(C)C. The product is [CH3:24][C:23]1[C:25]([C:26]2[CH:31]=[CH:30][CH:29]=[CH:28][CH:27]=2)=[C:14]([C:15]([O:17][CH2:18][CH3:19])=[O:16])[NH:12][CH:13]=1. The yield is 0.900.